From a dataset of NCI-60 drug combinations with 297,098 pairs across 59 cell lines. Regression. Given two drug SMILES strings and cell line genomic features, predict the synergy score measuring deviation from expected non-interaction effect. Drug 1: C1CCC(CC1)NC(=O)N(CCCl)N=O. Drug 2: CC1=CC=C(C=C1)C2=CC(=NN2C3=CC=C(C=C3)S(=O)(=O)N)C(F)(F)F. Cell line: U251. Synergy scores: CSS=29.7, Synergy_ZIP=-9.21, Synergy_Bliss=-3.52, Synergy_Loewe=-3.56, Synergy_HSA=-1.99.